This data is from Catalyst prediction with 721,799 reactions and 888 catalyst types from USPTO. The task is: Predict which catalyst facilitates the given reaction. (1) Reactant: [Cl:1][C:2]1[CH:18]=[CH:17][C:5]([C:6]([N:8]([C:10]2[CH:15]=[CH:14][CH:13]=[CH:12][C:11]=2[OH:16])[CH3:9])=[O:7])=[CH:4][C:3]=1[C:19]1[CH:20]=[N:21][C:22]([C:27]([F:30])([F:29])[F:28])=[CH:23][C:24]=1[C:25]#[N:26].[N:31]1[CH:36]=[CH:35][CH:34]=[CH:33][C:32]=1[O:37][CH2:38][CH2:39]OS(C)(=O)=O.C([O-])([O-])=O.[K+].[K+]. Product: [Cl:1][C:2]1[CH:18]=[CH:17][C:5]([C:6]([N:8]([CH3:9])[C:10]2[CH:15]=[CH:14][CH:13]=[CH:12][C:11]=2[O:16][CH2:39][CH2:38][O:37][C:32]2[CH:33]=[CH:34][CH:35]=[CH:36][N:31]=2)=[O:7])=[CH:4][C:3]=1[C:19]1[CH:20]=[N:21][C:22]([C:27]([F:30])([F:28])[F:29])=[CH:23][C:24]=1[C:25]#[N:26]. The catalyst class is: 3. (2) Reactant: [C:1]1([NH:7][C:8]2[CH:15]=[CH:14][C:11]([CH:12]=O)=[CH:10][CH:9]=2)[CH:6]=[CH:5][CH:4]=[CH:3][CH:2]=1.[N+:16]([CH3:19])([O-:18])=[O:17].C([O-])(=O)C.[NH4+]. Product: [N+:16](/[CH:19]=[CH:12]/[C:11]1[CH:14]=[CH:15][C:8]([NH:7][C:1]2[CH:6]=[CH:5][CH:4]=[CH:3][CH:2]=2)=[CH:9][CH:10]=1)([O-:18])=[O:17]. The catalyst class is: 15. (3) Reactant: [CH2:1]([C:3]1[N:7]([CH3:8])[N:6]=[C:5]([C:9]([O:11]CC)=[O:10])[CH:4]=1)[CH3:2].[OH-].[Na+]. Product: [CH2:1]([C:3]1[N:7]([CH3:8])[N:6]=[C:5]([C:9]([OH:11])=[O:10])[CH:4]=1)[CH3:2]. The catalyst class is: 40. (4) Reactant: [Cl:1][C:2]1[CH:10]=[CH:9][CH:8]=[C:7]([Si:11]([CH3:14])([CH3:13])[CH3:12])[C:3]=1[C:4](Cl)=[O:5].Cl.[CH:16]([NH:19][OH:20])([CH3:18])[CH3:17].C(N(CC)CC)C. Product: [Cl:1][C:2]1[CH:10]=[CH:9][CH:8]=[C:7]([Si:11]([CH3:14])([CH3:13])[CH3:12])[C:3]=1[C:4]([N:19]([OH:20])[CH:16]([CH3:18])[CH3:17])=[O:5]. The catalyst class is: 12. (5) Reactant: [Cl:1][C:2]1[CH:46]=[CH:45][C:5]([CH2:6][C:7]2[C:15]3[C:14](=[O:16])[N:13]([CH2:17][CH2:18][CH2:19][O:20]C4CCCCO4)[C:12](=[O:27])[N:11]([CH2:28][CH2:29][CH2:30][O:31]C4CCCCO4)[C:10]=3[O:9][C:8]=2[C:38]2[CH:43]=[CH:42][CH:41]=[C:40]([Cl:44])[CH:39]=2)=[CH:4][CH:3]=1.C(O)(C(F)(F)F)=O. Product: [Cl:1][C:2]1[CH:3]=[CH:4][C:5]([CH2:6][C:7]2[C:15]3[C:14](=[O:16])[N:13]([CH2:17][CH2:18][CH2:19][OH:20])[C:12](=[O:27])[N:11]([CH2:28][CH2:29][CH2:30][OH:31])[C:10]=3[O:9][C:8]=2[C:38]2[CH:43]=[CH:42][CH:41]=[C:40]([Cl:44])[CH:39]=2)=[CH:45][CH:46]=1. The catalyst class is: 2.